This data is from Forward reaction prediction with 1.9M reactions from USPTO patents (1976-2016). The task is: Predict the product of the given reaction. (1) The product is: [O:18]1[C:19]2[CH:25]=[CH:24][CH:23]=[CH:22][C:20]=2[N:21]=[C:17]1[N:4]1[CH2:5][C:6]2[CH:11]=[CH:10][C:9]([C:12]([O:14][CH3:15])=[O:13])=[CH:8][C:7]=2[O:1][CH2:2][CH2:3]1. Given the reactants [O:1]1[C:7]2[CH:8]=[C:9]([C:12]([O:14][CH3:15])=[O:13])[CH:10]=[CH:11][C:6]=2[CH2:5][NH:4][CH2:3][CH2:2]1.Br[C:17]1[O:18][C:19]2[CH:25]=[CH:24][CH:23]=[CH:22][C:20]=2[N:21]=1, predict the reaction product. (2) Given the reactants [F:1][C:2]1[CH:3]=[C:4]([C@@H:9]2[CH2:13][N:12]([CH2:14][CH2:15][O:16][CH3:17])[CH2:11][C@H:10]2[NH:18][C:19]([NH:21][C:22]2[N:26]([C:27]3[CH:32]=[CH:31][CH:30]=[CH:29][CH:28]=3)[N:25]=[C:24]([C:33]3[CH:34]=[N:35][N:36](CC4C=CC(OC)=CC=4)[CH:37]=3)[C:23]=2[CH3:47])=[O:20])[CH:5]=[CH:6][C:7]=1[F:8].C(O)(C(F)(F)F)=O, predict the reaction product. The product is: [F:1][C:2]1[CH:3]=[C:4]([C@@H:9]2[CH2:13][N:12]([CH2:14][CH2:15][O:16][CH3:17])[CH2:11][C@H:10]2[NH:18][C:19]([NH:21][C:22]2[N:26]([C:27]3[CH:32]=[CH:31][CH:30]=[CH:29][CH:28]=3)[N:25]=[C:24]([C:33]3[CH:34]=[N:35][NH:36][CH:37]=3)[C:23]=2[CH3:47])=[O:20])[CH:5]=[CH:6][C:7]=1[F:8]. (3) Given the reactants F[P-](F)(F)(F)(F)F.N1(O[P+](N(C)C)(N(C)C)N(C)C)C2C=CC=CC=2N=N1.[CH:28]1([CH2:33][CH:34]([C:38]2[CH:43]=[CH:42][C:41]([S:44][CH3:45])=[C:40]([C:46]([F:49])([F:48])[F:47])[CH:39]=2)[C:35](O)=[O:36])[CH2:32][CH2:31][CH2:30][CH2:29]1.C(N(CC)C(C)C)(C)C.[NH2:59][C:60]1[S:61][CH:62]=[CH:63][N:64]=1.Cl, predict the reaction product. The product is: [CH:28]1([CH2:33][CH:34]([C:38]2[CH:43]=[CH:42][C:41]([S:44][CH3:45])=[C:40]([C:46]([F:49])([F:48])[F:47])[CH:39]=2)[C:35]([NH:59][C:60]2[S:61][CH:62]=[CH:63][N:64]=2)=[O:36])[CH2:29][CH2:30][CH2:31][CH2:32]1. (4) Given the reactants [Cl:1][C:2]1[C:3]([CH3:16])=[C:4]([C:8]([OH:15])=[C:9]([C:11]([CH3:14])([CH3:13])[CH3:12])[CH:10]=1)[C:5]([OH:7])=O.[F:17][C:18]([F:30])([F:29])[S:19]([C:22]1[CH:28]=[CH:27][C:25]([NH2:26])=[CH:24][CH:23]=1)(=[O:21])=[O:20], predict the reaction product. The product is: [C:11]([C:9]1[C:8]([OH:15])=[C:4]([C:3]([CH3:16])=[C:2]([Cl:1])[CH:10]=1)[C:5]([NH:26][C:25]1[CH:27]=[CH:28][C:22]([S:19]([C:18]([F:30])([F:17])[F:29])(=[O:21])=[O:20])=[CH:23][CH:24]=1)=[O:7])([CH3:14])([CH3:13])[CH3:12]. (5) Given the reactants [NH2:1][CH2:2][C:3]1[CH:11]=[C:10]2[C:6]([CH:7]=[C:8]([CH2:12][CH2:13][CH2:14][CH2:15][N:16]([CH2:20][CH2:21][CH3:22])[CH2:17][CH2:18][CH3:19])[CH2:9]2)=[CH:5][CH:4]=1.[NH:23]1[CH:27]=[CH:26][N:25]=[C:24]1[CH:28]=O.C(OC)(OC)OC.[BH4-].[Na+], predict the reaction product. The product is: [NH:23]1[CH:27]=[CH:26][N:25]=[C:24]1[CH2:28][NH:1][CH2:2][C:3]1[CH:11]=[C:10]2[C:6]([CH:7]=[C:8]([CH2:12][CH2:13][CH2:14][CH2:15][N:16]([CH2:20][CH2:21][CH3:22])[CH2:17][CH2:18][CH3:19])[CH2:9]2)=[CH:5][CH:4]=1. (6) Given the reactants [NH2:1][C:2]1[N:3]([CH2:24]C2CCCCC2)[C:4](=[O:23])[C:5]2([C:15]3[C:10](=[CH:11][CH:12]=[C:13](Br)[CH:14]=3)[O:9][CH:8]([C:17]3[CH:22]=[CH:21][CH:20]=[CH:19][CH:18]=3)[CH2:7]2)[N:6]=1.Cl.[NH2:32][C:33]1[CH:34]=[C:35](B(O)O)[CH:36]=[C:37]([C:39]#[N:40])[CH:38]=1, predict the reaction product. The product is: [NH2:32][C:33]1[CH:38]=[C:37]([CH:36]=[C:35]([C:13]2[CH:14]=[C:15]3[C:5]4([C:4](=[O:23])[N:3]([CH3:24])[C:2]([NH2:1])=[N:6]4)[CH2:7][CH:8]([C:17]4[CH:18]=[CH:19][CH:20]=[CH:21][CH:22]=4)[O:9][C:10]3=[CH:11][CH:12]=2)[CH:34]=1)[C:39]#[N:40]. (7) Given the reactants [CH3:1][N:2]1[C:10]2[C:5](=[CH:6][CH:7]=[CH:8][CH:9]=2)[CH:4]=[CH:3]1.[Cl-].[O:12]([C:19]1[CH:20]=[C:21]([CH:26]=[CH:27][CH:28]=1)[CH:22]=[N+:23]([CH3:25])[CH3:24])[C:13]1[CH:18]=[CH:17][CH:16]=[CH:15][CH:14]=1.O(C1C=C(C=CC=1)C=O)C1C=CC=CC=1.CNC, predict the reaction product. The product is: [CH3:24][N:23]([CH3:25])[CH:22]([C:4]1[C:5]2[C:10](=[CH:9][CH:8]=[CH:7][CH:6]=2)[N:2]([CH3:1])[CH:3]=1)[C:21]1[CH:26]=[CH:27][CH:28]=[C:19]([O:12][C:13]2[CH:18]=[CH:17][CH:16]=[CH:15][CH:14]=2)[CH:20]=1.